This data is from Full USPTO retrosynthesis dataset with 1.9M reactions from patents (1976-2016). The task is: Predict the reactants needed to synthesize the given product. (1) Given the product [OH:26][CH:27]1[CH2:32][CH2:31][N:30]([C:9]2[N:10]=[C:11]([NH:12][C:13]3[CH:18]=[CH:17][CH:16]=[C:15]([C:19]([F:22])([F:21])[F:20])[CH:14]=3)[C:6]3[C:5](=[O:25])[NH:4][CH:3]=[CH:2][C:7]=3[N:8]=2)[CH2:29][CH2:28]1, predict the reactants needed to synthesize it. The reactants are: Br[C:2]1[C:7]2[N:8]=[C:9](SC)[N:10]=[C:11]([NH:12][C:13]3[CH:18]=[CH:17][CH:16]=[C:15]([C:19]([F:22])([F:21])[F:20])[CH:14]=3)[C:6]=2[C:5](=[O:25])[NH:4][CH:3]=1.[OH:26][CH:27]1[CH2:32][CH2:31][NH:30][CH2:29][CH2:28]1. (2) Given the product [Br:8][CH2:45][CH2:44][CH2:43][C@@:42]([CH3:55])([C:47]([O:49][CH:50]1[CH2:54][CH2:53][CH2:52][CH2:51]1)=[O:48])[N:41]([C:56]([O:58][C:59]([CH3:62])([CH3:61])[CH3:60])=[O:57])[C:39]([O:38][C:34]([CH3:37])([CH3:36])[CH3:35])=[O:40], predict the reactants needed to synthesize it. The reactants are: C1C(=O)N([Br:8])C(=O)C1.C1(P(C2C=CC=CC=2)C2C=CC=CC=2)C=CC=CC=1.N1C=CC=CC=1.[C:34]([O:38][C:39]([N:41]([C:56]([O:58][C:59]([CH3:62])([CH3:61])[CH3:60])=[O:57])[C@:42]([CH3:55])([C:47]([O:49][CH:50]1[CH2:54][CH2:53][CH2:52][CH2:51]1)=[O:48])[CH2:43][CH2:44][CH2:45]O)=[O:40])([CH3:37])([CH3:36])[CH3:35]. (3) Given the product [CH2:1]([O:8][C:9]([N:11]1[CH2:15][C@H:14]([O:16][Si:17]([C:20]([CH3:21])([CH3:22])[CH3:23])([CH3:19])[CH3:18])[C@@H:13]([CH2:24][OH:25])[CH2:12]1)=[O:10])[C:2]1[CH:7]=[CH:6][CH:5]=[CH:4][CH:3]=1, predict the reactants needed to synthesize it. The reactants are: [CH2:1]([O:8][C:9]([N:11]1[CH2:15][C@H:14]([O:16][Si:17]([C:20]([CH3:23])([CH3:22])[CH3:21])([CH3:19])[CH3:18])[C@@H:13]([CH2:24][O:25][Si](C(C)(C)C)(C)C)[CH2:12]1)=[O:10])[C:2]1[CH:7]=[CH:6][CH:5]=[CH:4][CH:3]=1.O.C(O)(=O)C. (4) Given the product [F:33][C:34]([F:50])([F:51])[C:35]1[CH:49]=[CH:48][C:38]([CH2:39][O:40][C:41]([N:26]2[CH2:27][CH2:28][CH2:29][CH:24]([C:22]3[CH:21]=[CH:20][C:19]([CH3:30])=[C:18]([O:17][C:15]([C:14]([O:13][CH2:11][CH3:12])=[O:32])([CH3:31])[CH3:16])[CH:23]=3)[CH2:25]2)=[O:42])=[CH:37][CH:36]=1, predict the reactants needed to synthesize it. The reactants are: C(O)(=O)[C@@H]([C@H](C(O)=O)O)O.[CH2:11]([O:13][C:14](=[O:32])[C:15]([CH3:31])([O:17][C:18]1[CH:23]=[C:22]([CH:24]2[CH2:29][CH2:28][CH2:27][NH:26][CH2:25]2)[CH:21]=[CH:20][C:19]=1[CH3:30])[CH3:16])[CH3:12].[F:33][C:34]([F:51])([F:50])[C:35]1[CH:49]=[CH:48][C:38]([CH2:39][O:40][C:41](N2C=CN=C2)=[O:42])=[CH:37][CH:36]=1. (5) Given the product [CH:1]1([C@@H:6]([N:10]2[CH:14]=[C:13]([C:15]3[C:16]4[CH:23]=[CH:22][N:21]([CH2:24][O:25][CH2:26][CH2:27][Si:28]([CH3:29])([CH3:31])[CH3:30])[C:17]=4[N:18]=[CH:19][N:20]=3)[CH:12]=[N:11]2)[CH2:7][C:8]#[N:9])[CH2:5][CH2:4][CH2:3][CH2:2]1, predict the reactants needed to synthesize it. The reactants are: [CH:1]1(/[C:6](/[N:10]2[CH:14]=[C:13]([C:15]3[C:16]4[CH:23]=[CH:22][N:21]([CH2:24][O:25][CH2:26][CH2:27][Si:28]([CH3:31])([CH3:30])[CH3:29])[C:17]=4[N:18]=[CH:19][N:20]=3)[CH:12]=[N:11]2)=[CH:7]/[C:8]#[N:9])[CH2:5][CH2:4][CH2:3][CH2:2]1.[H][H].